From a dataset of Full USPTO retrosynthesis dataset with 1.9M reactions from patents (1976-2016). Predict the reactants needed to synthesize the given product. (1) Given the product [Br:1][C:2]1[CH:7]=[CH:6][C:5]([O:8][CH2:19][CH2:18][NH:17][C:10](=[O:11])[O:12][C:13]([CH3:16])([CH3:15])[CH3:14])=[CH:4][C:3]=1[CH3:9], predict the reactants needed to synthesize it. The reactants are: [Br:1][C:2]1[CH:7]=[CH:6][C:5]([OH:8])=[CH:4][C:3]=1[CH3:9].[C:10]([NH:17][CH:18](O)[CH3:19])([O:12][C:13]([CH3:16])([CH3:15])[CH3:14])=[O:11].C1C=CC(P(C2C=CC=CC=2)C2C=CC=CC=2)=CC=1.CC(OC(/N=N/C(OC(C)C)=O)=O)C. (2) Given the product [NH2:1][C:2]1[C:11]([I:12])=[C:10]([C:13]2[N:17]([CH3:18])[N:16]=[N:15][C:14]=2[CH3:19])[C:9]([Cl:24])=[C:8]2[C:3]=1[CH2:4][CH2:5][NH:6][C:7]2=[O:20], predict the reactants needed to synthesize it. The reactants are: [NH2:1][C:2]1[C:11]([I:12])=[C:10]([C:13]2[N:17]([CH3:18])[N:16]=[N:15][C:14]=2[CH3:19])[CH:9]=[C:8]2[C:3]=1[CH2:4][CH2:5][NH:6][C:7]2=[O:20].S(Cl)([Cl:24])(=O)=O. (3) Given the product [C:1]([O:5][C:6]([N:8]1[C:17]2[C:12](=[CH:13][C:14]([O:18][CH2:19][CH2:20][CH2:21][CH2:22][N:26]([CH2:27][CH3:28])[CH2:24][CH3:25])=[CH:15][CH:16]=2)[CH2:11][CH2:10][CH2:9]1)=[O:7])([CH3:4])([CH3:3])[CH3:2], predict the reactants needed to synthesize it. The reactants are: [C:1]([O:5][C:6]([N:8]1[C:17]2[C:12](=[CH:13][C:14]([O:18][CH2:19][CH2:20][CH2:21][CH2:22]Br)=[CH:15][CH:16]=2)[CH2:11][CH2:10][CH2:9]1)=[O:7])([CH3:4])([CH3:3])[CH3:2].[CH2:24]([NH:26][CH2:27][CH3:28])[CH3:25]. (4) Given the product [CH3:31][CH:28]1[CH2:27][CH2:26][N:25]([CH:22]2[CH2:21][CH2:20][N:19]([S:16]([C:3]3[CH:4]=[C:5]([C:8]([C:10]4[CH:11]=[CH:12][CH:13]=[CH:14][CH:15]=4)=[O:9])[CH:6]=[CH:7][C:2]=3[O:1][CH2:36][C:35]#[CH:34])(=[O:18])=[O:17])[CH2:24][CH2:23]2)[CH2:30][CH2:29]1, predict the reactants needed to synthesize it. The reactants are: [OH:1][C:2]1[CH:7]=[CH:6][C:5]([C:8]([C:10]2[CH:15]=[CH:14][CH:13]=[CH:12][CH:11]=2)=[O:9])=[CH:4][C:3]=1[S:16]([N:19]1[CH2:24][CH2:23][CH:22]([N:25]2[CH2:30][CH2:29][CH:28]([CH3:31])[CH2:27][CH2:26]2)[CH2:21][CH2:20]1)(=[O:18])=[O:17].[H-].[Na+].[CH2:34](Br)[C:35]#[CH:36]. (5) Given the product [CH3:8][C:5]1[CH:4]=[C:3]2[C:2](=[CH:7][CH:6]=1)[NH:1][C:9]([C:10]1[CH:15]=[CH:14][CH:13]=[CH:12][CH:11]=1)=[CH:17][C:18]2=[O:19], predict the reactants needed to synthesize it. The reactants are: [NH2:1][C:2]1[CH:7]=[CH:6][C:5]([CH3:8])=[CH:4][CH:3]=1.[C:9]([CH2:17][C:18](OCC)=[O:19])(=O)[C:10]1[CH:15]=[CH:14][CH:13]=[CH:12][CH:11]=1.[OH-].[Na+]. (6) Given the product [CH3:1][O:2][C:3]1[CH:4]=[CH:5][C:6]([C:9]2[CH:14]=[CH:13][CH:12]=[C:11]([O:15][C:16]3[CH:29]=[CH:28][C:19]([CH2:20][CH:21]4[S:25][C:24](=[O:26])[NH:23][C:22]4=[O:27])=[CH:18][CH:17]=3)[CH:10]=2)=[CH:7][CH:8]=1, predict the reactants needed to synthesize it. The reactants are: [CH3:1][O:2][C:3]1[CH:8]=[CH:7][C:6]([C:9]2[CH:14]=[CH:13][CH:12]=[C:11]([O:15][C:16]3[CH:29]=[CH:28][C:19]([CH:20]=[C:21]4[S:25][C:24](=[O:26])[NH:23][C:22]4=[O:27])=[CH:18][CH:17]=3)[CH:10]=2)=[CH:5][CH:4]=1.C([O-])=O.[NH4+].